From a dataset of Retrosynthesis with 50K atom-mapped reactions and 10 reaction types from USPTO. Predict the reactants needed to synthesize the given product. (1) Given the product Oc1ccc2c(nnn2CC2CC2)c1Cl, predict the reactants needed to synthesize it. The reactants are: COc1ccc2c(nnn2CC2CC2)c1Cl. (2) Given the product CC(=Cc1ccc(C(=O)Oc2ccc(C(=N)N)cc2)s1)C(=O)OC(C)(C)C, predict the reactants needed to synthesize it. The reactants are: CC(=Cc1ccc(C(=O)O)s1)C(=O)OC(C)(C)C.N=C(N)c1ccc(O)cc1. (3) Given the product CCOC(=O)c1cc(-c2ccc3c(c2)c2cc(-c4ccc(Br)cc4)c(=O)n(C)c2n3C)[nH]n1, predict the reactants needed to synthesize it. The reactants are: CCOC(=O)C(=O)CC(=O)c1ccc2c(c1)c1cc(-c3ccc(Br)cc3)c(=O)n(C)c1n2C.NN. (4) Given the product CCN(C(=O)OC(C)(C)C)C1CC=C(c2c[nH]c3ccc([N+](=O)[O-])cc23)CC1, predict the reactants needed to synthesize it. The reactants are: CC(C)(C)OC(=O)OC(=O)OC(C)(C)C.CCNC1CC=C(c2c[nH]c3ccc([N+](=O)[O-])cc23)CC1. (5) Given the product N#Cc1cc(NC(=O)c2cnccn2)n(-c2c(Cl)cc(C(F)(F)F)cc2Cl)n1, predict the reactants needed to synthesize it. The reactants are: COC(=O)c1cnccn1.N#Cc1cc(N)n(-c2c(Cl)cc(C(F)(F)F)cc2Cl)n1. (6) The reactants are: CC(C)(C)OC(=O)N1C[C@@H]2C[C@H]1CN2C(=O)N1CCC(c2[nH]nc3c2C(=O)c2c(NC(=O)NN4CCOCC4)cccc2-3)CC1. Given the product O=C(Nc1cccc2c1C(=O)c1c-2n[nH]c1C1CCN(C(=O)N2C[C@@H]3C[C@H]2CN3)CC1)NN1CCOCC1, predict the reactants needed to synthesize it. (7) Given the product Cc1ccccc1C[C@H](NC(=O)[C@H](CCC(=O)OC(C)(C)C)NC(=O)[C@@H](N)CC(=O)OC(C)(C)C)C(=O)N[C@H](C(=O)N[C@@H](CC(C)C)C(=O)OCc1ccccc1)C(C)(C)C, predict the reactants needed to synthesize it. The reactants are: Cc1ccccc1C[C@H](NC(=O)[C@H](CCC(=O)OC(C)(C)C)NC(=O)[C@H](CC(=O)OC(C)(C)C)NC(=O)OCC1c2ccccc2-c2ccccc21)C(=O)N[C@H](C(=O)N[C@@H](CC(C)C)C(=O)OCc1ccccc1)C(C)(C)C.